From a dataset of HIV replication inhibition screening data with 41,000+ compounds from the AIDS Antiviral Screen. Binary Classification. Given a drug SMILES string, predict its activity (active/inactive) in a high-throughput screening assay against a specified biological target. (1) The compound is CC1=CC(=O)C(=CNC(=S)Nc2ccc(S(N)(=O)=O)cc2)C(=O)O1. The result is 0 (inactive). (2) The drug is CC1(C)OCC(O)C(Br)CO1. The result is 0 (inactive).